From a dataset of Catalyst prediction with 721,799 reactions and 888 catalyst types from USPTO. Predict which catalyst facilitates the given reaction. (1) The catalyst class is: 15. Reactant: [CH3:1][O:2][C:3]1[CH:8]=[CH:7][C:6]([C:9](=O)[CH2:10][CH2:11][C:12]([C:14]2[CH:19]=[CH:18][CH:17]=[CH:16][CH:15]=2)=O)=[CH:5][CH:4]=1.[NH2:21][CH2:22][C:23]([OH:25])=[O:24]. Product: [CH3:1][O:2][C:3]1[CH:8]=[CH:7][C:6]([C:9]2[N:21]([CH2:22][C:23]([OH:25])=[O:24])[C:12]([C:14]3[CH:19]=[CH:18][CH:17]=[CH:16][CH:15]=3)=[CH:11][CH:10]=2)=[CH:5][CH:4]=1. (2) Reactant: [N+:1]([C:4]1[CH:14]=[CH:13][C:7]2[NH:8][C:9](=O)[CH2:10][O:11][C:6]=2[CH:5]=1)([O-:3])=[O:2].C(N(CC)CC)C.[F:22][C:23]([F:34])([F:33])[C:24](O[C:24](=[O:25])[C:23]([F:34])([F:33])[F:22])=[O:25].Cl. Product: [F:22][C:23]([F:34])([F:33])[C:24]([N:8]1[C:7]2[CH:13]=[CH:14][C:4]([N+:1]([O-:3])=[O:2])=[CH:5][C:6]=2[O:11][CH2:10][CH2:9]1)=[O:25]. The catalyst class is: 46. (3) The catalyst class is: 64. Product: [CH3:23][S:20]([O:12][CH2:11][C:8]1[S:7][C:6]([CH2:5][O:4][CH3:3])=[N:10][CH:9]=1)(=[O:22])=[O:21]. Reactant: N#N.[CH3:3][O:4][CH2:5][C:6]1[S:7][C:8]([CH2:11][OH:12])=[CH:9][N:10]=1.CCN(CC)CC.[S:20](Cl)([CH3:23])(=[O:22])=[O:21]. (4) Reactant: [H-].C([Al+]CC(C)C)C(C)C.C([O:13][C:14]([C:16]1[S:20][CH:19]=[N:18][C:17]=1[CH:21]([CH3:23])[CH3:22])=O)C.C(C(C(C([O-])=O)O)O)([O-])=O.[Na+].[K+]. The catalyst class is: 11. Product: [CH3:22][CH:21]([C:17]1[N:18]=[CH:19][S:20][C:16]=1[CH2:14][OH:13])[CH3:23]. (5) Reactant: C(OC(=O)[C@@H]([N:7]1[CH:12]=[CH:11][CH:10]=[CH:9][C:8]1=[O:13])C)C.[CH2:15]1[CH2:19][O:18]C[CH2:16]1.[OH-:20].[Na+]. Product: [O:13]=[C:8]1[C:9]([C@H:15]([CH3:16])[C:19]([OH:18])=[O:20])=[CH:10][CH:11]=[CH:12][NH:7]1. The catalyst class is: 6. (6) Reactant: [CH3:1][C:2]1[N:6]([C:7]2[CH:12]=[CH:11][CH:10]=[CH:9][N:8]=2)[N:5]=[CH:4][CH:3]=1.[I:13]N1C(=O)CCC1=O.C(#N)C. Product: [I:13][C:3]1[CH:4]=[N:5][N:6]([C:7]2[CH:12]=[CH:11][CH:10]=[CH:9][N:8]=2)[C:2]=1[CH3:1]. The catalyst class is: 13. (7) Reactant: CO[C:3](=[O:40])[CH:4]([NH:20][C:21]([N:23]1[CH2:28][CH2:27][CH:26]([N:29]2[CH2:38][C:37]3[C:32](=[CH:33][CH:34]=[CH:35][CH:36]=3)[NH:31][C:30]2=[O:39])[CH2:25][CH2:24]1)=[O:22])[CH2:5][C:6]1[CH:7]=[N:8][C:9]([O:12][CH2:13][C:14]2[CH:19]=[CH:18][CH:17]=[CH:16][CH:15]=2)=[CH:10][CH:11]=1.O.[OH-].[Li+].[N:44]1([CH:50]2[CH2:55][CH2:54][NH:53][CH2:52][CH2:51]2)[CH2:49][CH2:48][CH2:47][CH2:46][CH2:45]1.C(N(CC)CC)C.[PH2](Cl)=O. Product: [CH2:13]([O:12][C:9]1[N:8]=[CH:7][C:6]([CH2:5][CH:4]([NH:20][C:21]([N:23]2[CH2:24][CH2:25][CH:26]([N:29]3[CH2:38][C:37]4[C:32](=[CH:33][CH:34]=[CH:35][CH:36]=4)[NH:31][C:30]3=[O:39])[CH2:27][CH2:28]2)=[O:22])[C:3]([N:53]2[CH2:54][CH2:55][CH:50]([N:44]3[CH2:49][CH2:48][CH2:47][CH2:46][CH2:45]3)[CH2:51][CH2:52]2)=[O:40])=[CH:11][CH:10]=1)[C:14]1[CH:19]=[CH:18][CH:17]=[CH:16][CH:15]=1. The catalyst class is: 24. (8) Reactant: [O:1]1[CH2:6][CH2:5][CH:4]([OH:7])[CH2:3][CH2:2]1.N1C=CC=CC=1.Cl[C:15]([O:17][C:18]1[CH:23]=[CH:22][C:21]([N+:24]([O-:26])=[O:25])=[CH:20][CH:19]=1)=[O:16].O. Product: [C:15](=[O:16])([O:7][CH:4]1[CH2:5][CH2:6][O:1][CH2:2][CH2:3]1)[O:17][C:18]1[CH:19]=[CH:20][C:21]([N+:24]([O-:26])=[O:25])=[CH:22][CH:23]=1. The catalyst class is: 2. (9) Reactant: C1(P(C2C=CC=CC=2)C2C=CC=CC=2)C=CC=CC=1.BrN1C(=O)CCC1=O.[CH:28]1([CH2:33][CH:34]([C:38]2[CH:43]=[CH:42][C:41]([N:44]3[C:48]([CH3:49])=[N:47][N:46]=[N:45]3)=[C:40]([F:50])[CH:39]=2)[C:35]([OH:37])=O)[CH2:32][CH2:31][CH2:30][CH2:29]1.[NH2:51][C:52]1[S:53][CH:54]=[CH:55][N:56]=1. The catalyst class is: 2. Product: [CH:28]1([CH2:33][CH:34]([C:38]2[CH:43]=[CH:42][C:41]([N:44]3[C:48]([CH3:49])=[N:47][N:46]=[N:45]3)=[C:40]([F:50])[CH:39]=2)[C:35]([NH:51][C:52]2[S:53][CH:54]=[CH:55][N:56]=2)=[O:37])[CH2:29][CH2:30][CH2:31][CH2:32]1.